This data is from Catalyst prediction with 721,799 reactions and 888 catalyst types from USPTO. The task is: Predict which catalyst facilitates the given reaction. (1) Reactant: C([N:8]1[CH2:11][C:10]2([CH2:14][N:13]([S:15]([C:18]3[CH:23]=[CH:22][C:21]([CH3:24])=[CH:20][CH:19]=3)(=[O:17])=[O:16])[CH2:12]2)[CH2:9]1)C1C=CC=CC=1.O([C:33]([O:35][C:36]([CH3:39])([CH3:38])[CH3:37])=[O:34])[C:33]([O:35][C:36]([CH3:39])([CH3:38])[CH3:37])=[O:34]. Product: [C:36]([O:35][C:33]([N:8]1[CH2:9][C:10]2([CH2:14][N:13]([S:15]([C:18]3[CH:23]=[CH:22][C:21]([CH3:24])=[CH:20][CH:19]=3)(=[O:16])=[O:17])[CH2:12]2)[CH2:11]1)=[O:34])([CH3:37])([CH3:38])[CH3:39]. The catalyst class is: 19. (2) Reactant: [C:1]([O:5][C:6]([NH:8][C:9]1([C:14]([O:16]C)=O)[CH2:13][CH2:12][CH2:11][CH2:10]1)=[O:7])([CH3:4])([CH3:3])[CH3:2].O.[NH2:19][NH2:20]. Product: [C:1]([O:5][C:6]([NH:8][C:9]1([C:14]([NH:19][NH2:20])=[O:16])[CH2:13][CH2:12][CH2:11][CH2:10]1)=[O:7])([CH3:4])([CH3:3])[CH3:2]. The catalyst class is: 5.